From a dataset of Catalyst prediction with 721,799 reactions and 888 catalyst types from USPTO. Predict which catalyst facilitates the given reaction. (1) The catalyst class is: 5. Product: [Cl:1][C:2]1[CH:7]=[C:6]([I:8])[CH:5]=[CH:4][C:3]=1[NH:9][C:10](=[O:37])[C@@H:11]([N:20]1[C:24](=[O:25])[C@H:23]([C:26]2[CH:27]=[CH:28][C:29]([O:32][CH2:33][CH2:34][OH:35])=[CH:30][CH:31]=2)[NH:22][C:21]1=[O:36])[C@H:12]([C:14]1[CH:19]=[CH:18][CH:17]=[CH:16][CH:15]=1)[CH3:13]. Reactant: [Cl:1][C:2]1[CH:7]=[C:6]([I:8])[CH:5]=[CH:4][C:3]=1[NH:9][C:10](=[O:37])[C@@H:11]([N:20]1[C:24](=[O:25])[C@@H:23]([C:26]2[CH:31]=[CH:30][C:29]([O:32][CH2:33][CH2:34][OH:35])=[CH:28][CH:27]=2)[NH:22][C:21]1=[O:36])[C@H:12]([C:14]1[CH:19]=[CH:18][CH:17]=[CH:16][CH:15]=1)[CH3:13]. (2) Reactant: C(OC(=O)[NH:7][CH:8]([CH:37]1[CH2:42][CH2:41][CH2:40][CH2:39][CH2:38]1)[C:9]([N:11]1[CH2:15][CH2:14][CH2:13][CH:12]1[CH2:16][C:17]1[C:25]2[C:20](=[CH:21][C:22]([F:26])=[CH:23][CH:24]=2)[N:19]([CH2:27][CH2:28][O:29][CH2:30][CH2:31][O:32][CH2:33][CH2:34][O:35][CH3:36])[CH:18]=1)=[O:10])(C)(C)C.C(O)(C(F)(F)F)=O. Product: [NH2:7][CH:8]([CH:37]1[CH2:42][CH2:41][CH2:40][CH2:39][CH2:38]1)[C:9]([N:11]1[CH2:15][CH2:14][CH2:13][CH:12]1[CH2:16][C:17]1[C:25]2[C:20](=[CH:21][C:22]([F:26])=[CH:23][CH:24]=2)[N:19]([CH2:27][CH2:28][O:29][CH2:30][CH2:31][O:32][CH2:33][CH2:34][O:35][CH3:36])[CH:18]=1)=[O:10]. The catalyst class is: 2.